This data is from Peptide-MHC class I binding affinity with 185,985 pairs from IEDB/IMGT. The task is: Regression. Given a peptide amino acid sequence and an MHC pseudo amino acid sequence, predict their binding affinity value. This is MHC class I binding data. The peptide sequence is EIINNGISY. The MHC is HLA-B15:09 with pseudo-sequence HLA-B15:09. The binding affinity (normalized) is 0.0847.